Dataset: Forward reaction prediction with 1.9M reactions from USPTO patents (1976-2016). Task: Predict the product of the given reaction. (1) Given the reactants [CH2:1]([O:3][C@H:4]1[CH2:30][N:7]2[CH2:8][C@@H:9]([C:19]3[S:20][CH:21]=[C:22]([C:24](=[O:29])N(OC)C)[N:23]=3)[N:10]([C:12]([O:14][C:15]([CH3:18])([CH3:17])[CH3:16])=[O:13])[CH2:11][C@H:6]2[CH2:5]1)[CH3:2].O1CCCC1.[CH3:36][O:37][C:38]1[CH:43]=[CH:42][CH:41]=[CH:40][C:39]=1[Mg]Br, predict the reaction product. The product is: [CH2:1]([O:3][C@H:4]1[CH2:30][N:7]2[CH2:8][C@@H:9]([C:19]3[S:20][CH:21]=[C:22]([C:24]([C:39]4[CH:40]=[CH:41][CH:42]=[CH:43][C:38]=4[O:37][CH3:36])=[O:29])[N:23]=3)[N:10]([C:12]([O:14][C:15]([CH3:16])([CH3:17])[CH3:18])=[O:13])[CH2:11][C@H:6]2[CH2:5]1)[CH3:2]. (2) Given the reactants [Cl:1][C:2]1[CH:28]=[CH:27][C:5]([C:6]([CH2:8][CH2:9][O:10][C:11]([CH2:13][NH:14][CH2:15][C:16]2[CH:17]=[C:18]([CH:23]=[CH:24][C:25]=2[NH2:26])[C:19]([O:21][CH3:22])=[O:20])=[O:12])=[O:7])=[CH:4][CH:3]=1.[N:29]1([C:34]([C:36]2[CH:43]=[CH:42][C:39]([CH:40]=O)=[CH:38][CH:37]=2)=[O:35])[CH2:33][CH:32]=[CH:31][CH2:30]1.C(O)(=O)C.C(O[BH-](OC(=O)C)OC(=O)C)(=O)C.[Na+], predict the reaction product. The product is: [Cl:1][C:2]1[CH:28]=[CH:27][C:5]([C:6]([CH2:8][CH2:9][O:10][C:11]([CH2:13][NH:14][CH2:15][C:16]2[CH:17]=[C:18]([CH:23]=[CH:24][C:25]=2[NH:26][CH2:40][C:39]2[CH:38]=[CH:37][C:36]([C:34]([N:29]3[CH2:33][CH:32]=[CH:31][CH2:30]3)=[O:35])=[CH:43][CH:42]=2)[C:19]([O:21][CH3:22])=[O:20])=[O:12])=[O:7])=[CH:4][CH:3]=1. (3) Given the reactants [Cl:1][C:2]1[CH:7]=[C:6]([Cl:8])[CH:5]=[CH:4][C:3]=1[N:9]1[C:13]2=[N:14][C:15]([CH3:30])=[CH:16][C:17]([N:18]3[CH2:23][CH2:22][CH:21](O)[CH:20]([C:25]([O:27][CH2:28][CH3:29])=[O:26])[CH2:19]3)=[C:12]2[C:11]([CH3:31])=[C:10]1[CH3:32].C(N(CC)CC)C.CS(Cl)(=O)=O.C(=O)([O-])O.[Na+], predict the reaction product. The product is: [CH2:28]([O:27][C:25]([C:20]1[CH2:19][N:18]([C:17]2[CH:16]=[C:15]([CH3:30])[N:14]=[C:13]3[N:9]([C:3]4[CH:4]=[CH:5][C:6]([Cl:8])=[CH:7][C:2]=4[Cl:1])[C:10]([CH3:32])=[C:11]([CH3:31])[C:12]=23)[CH2:23][CH2:22][CH:21]=1)=[O:26])[CH3:29]. (4) The product is: [O:1]1[CH:5]=[CH:4][CH:3]=[C:2]1[C:6]([N:8]1[CH2:9][CH2:10][N:11]([CH2:37][C:36]2[CH:35]=[CH:34][C:33]([C:31]3[S:32][C:25]4[C:24]([NH:23][C:19]5[CH:18]=[C:17]6[C:22](=[CH:21][CH:20]=5)[NH:14][CH:15]=[CH:16]6)=[N:29][CH:28]=[N:27][C:26]=4[CH:30]=3)=[CH:40][CH:39]=2)[CH2:12][CH2:13]1)=[O:7]. Given the reactants [O:1]1[CH:5]=[CH:4][CH:3]=[C:2]1[C:6]([N:8]1[CH2:13][CH2:12][NH:11][CH2:10][CH2:9]1)=[O:7].[NH:14]1[C:22]2[C:17](=[CH:18][C:19]([NH:23][C:24]3[C:25]4[S:32][C:31]([C:33]5[CH:40]=[CH:39][C:36]([CH:37]=O)=[CH:35][CH:34]=5)=[CH:30][C:26]=4[N:27]=[CH:28][N:29]=3)=[CH:20][CH:21]=2)[CH:16]=[CH:15]1, predict the reaction product. (5) Given the reactants [H-].[Na+].[NH:3]1[CH2:7][CH2:6][CH2:5][CH2:4]1.[Br:8][C:9]1[CH:10]=[N:11][C:12](Cl)=[C:13]([CH:18]=1)[C:14]([O:16]C)=[O:15].Cl, predict the reaction product. The product is: [Br:8][C:9]1[CH:10]=[N:11][C:12]([N:3]2[CH2:7][CH2:6][CH2:5][CH2:4]2)=[C:13]([CH:18]=1)[C:14]([OH:16])=[O:15]. (6) Given the reactants Br[C:2]1[C:11]2[C:6](=[C:7]([C:12]([F:15])([F:14])[F:13])[CH:8]=[CH:9][CH:10]=2)[N:5]=[CH:4][C:3]=1[CH3:16].B([C:20]1[CH:21]=[C:22]([CH:26]=[CH:27][CH:28]=1)[C:23]([OH:25])=[O:24])(O)O.C(=O)([O-])[O-].[Na+].[Na+].Cl, predict the reaction product. The product is: [CH3:16][C:3]1[CH:4]=[N:5][C:6]2[C:11]([C:2]=1[C:20]1[CH:21]=[C:22]([CH:26]=[CH:27][CH:28]=1)[C:23]([OH:25])=[O:24])=[CH:10][CH:9]=[CH:8][C:7]=2[C:12]([F:15])([F:14])[F:13]. (7) Given the reactants [N:1]1[C:5]2[CH:6]=[CH:7][CH:8]=[CH:9][C:4]=2[NH:3][CH:2]=1.C(N(CC)C(C)C)(C)C.[CH3:19][Si:20]([CH3:27])([CH3:26])[CH2:21][CH2:22][O:23][CH2:24]Cl.CN([CH:31]=[O:32])C, predict the reaction product. The product is: [CH3:19][Si:20]([CH3:27])([CH3:26])[CH2:21][CH2:22][O:23][CH2:24][N:1]1[C:5]2[CH:6]=[CH:7][CH:8]=[CH:9][C:4]=2[N:3]=[C:2]1[CH:31]=[O:32]. (8) Given the reactants [CH2:1]([N:3]1[CH:7]=[C:6]([C:8]2[CH:13]=[C:12]([O:14][C:15]3[CH:16]=[CH:17][C:18]([C:22]4[C:23]([O:32]C)=[N:24][C:25]([NH:28][CH:29]([CH3:31])[CH3:30])=[N:26][CH:27]=4)=[N:19][C:20]=3[CH3:21])[CH:11]=[CH:10][N:9]=2)[CH:5]=[N:4]1)[CH3:2].Br, predict the reaction product. The product is: [CH2:1]([N:3]1[CH:7]=[C:6]([C:8]2[CH:13]=[C:12]([O:14][C:15]3[CH:16]=[CH:17][C:18]([C:22]4[C:23](=[O:32])[NH:24][C:25]([NH:28][CH:29]([CH3:31])[CH3:30])=[N:26][CH:27]=4)=[N:19][C:20]=3[CH3:21])[CH:11]=[CH:10][N:9]=2)[CH:5]=[N:4]1)[CH3:2]. (9) Given the reactants [CH3:1][O:2][C:3]1[CH:4]=[C:5]([C:9]2[C@:10]3([CH2:26][CH2:25][C@H:24]4[C@@H:15]([CH2:16][CH2:17][C:18]5[CH:19]=[C:20]([C:27](O)=[O:28])[CH:21]=[CH:22][C:23]=54)[C@@H:12]3[CH2:13][CH:14]=2)[CH3:11])[CH:6]=[N:7][CH:8]=1.Cl.[NH2:31][CH2:32][CH2:33][CH2:34][C:35]([O:37]C)=[O:36], predict the reaction product. The product is: [CH3:1][O:2][C:3]1[CH:4]=[C:5]([C:9]2[C@:10]3([CH2:26][CH2:25][C@H:24]4[C@@H:15]([CH2:16][CH2:17][C:18]5[CH:19]=[C:20]([C:27]([NH:31][CH2:32][CH2:33][CH2:34][C:35]([OH:37])=[O:36])=[O:28])[CH:21]=[CH:22][C:23]=54)[C@@H:12]3[CH2:13][CH:14]=2)[CH3:11])[CH:6]=[N:7][CH:8]=1. (10) Given the reactants [C:1]([O:5][C:6](=[O:21])[NH:7][C:8]1[CH:9]=[CH:10][C:11]2[CH2:17][CH2:16][CH2:15][C:14](SC)=[N:13][C:12]=2[CH:20]=1)([CH3:4])([CH3:3])[CH3:2].[CH3:22][O:23][CH:24]([O:27][CH3:28])[CH2:25][NH2:26], predict the reaction product. The product is: [C:1]([O:5][C:6](=[O:21])[NH:7][C:8]1[CH:9]=[CH:10][C:11]2[CH2:17][CH2:16][CH2:15][C:14]([NH:26][CH2:25][CH:24]([O:27][CH3:28])[O:23][CH3:22])=[N:13][C:12]=2[CH:20]=1)([CH3:4])([CH3:3])[CH3:2].